Predict the reactants needed to synthesize the given product. From a dataset of Full USPTO retrosynthesis dataset with 1.9M reactions from patents (1976-2016). (1) Given the product [CH2:29]([C:33]1[CH2:37][CH:36]([CH2:38][O:39][NH:40][C:9](=[O:24])[C:10]2[CH:15]=[CH:14][CH:13]=[CH:12][C:11]=2[NH:16][CH2:17][C:18]2[CH:19]=[CH:20][N:21]=[CH:22][CH:23]=2)[O:35][N:34]=1)[CH2:30][CH2:31][CH3:32], predict the reactants needed to synthesize it. The reactants are: FC1C(O[C:9](=[O:24])[C:10]2[CH:15]=[CH:14][CH:13]=[CH:12][C:11]=2[NH:16][CH2:17][C:18]2[CH:23]=[CH:22][N:21]=[CH:20][CH:19]=2)=C(F)C(F)=C(F)C=1F.[CH2:29]([C:33]1[CH2:37][CH:36]([CH2:38][O:39][NH2:40])[O:35][N:34]=1)[CH2:30][CH2:31][CH3:32]. (2) The reactants are: [CH:1]1[CH:2]=[CH:3][C:4]2N(O)N=N[C:5]=2[CH:6]=1.CCN(C(C)C)C(C)C.[CH:20]1([CH:25]([C:29]2[CH:34]=[CH:33][C:32]([CH2:35][N:36]3[C:41](=[O:42])[CH2:40][O:39][C:38](C4C=CC=CC=4)=[N:37]3)=[CH:31][CH:30]=2)[C:26]([OH:28])=O)[CH2:24][CH2:23][CH2:22][CH2:21]1.[NH2:49][CH:50]([CH3:62])[CH2:51][CH2:52][CH2:53][CH2:54][C:55]([O:57][C:58]([CH3:61])([CH3:60])[CH3:59])=[O:56].CN(C(ON1N=NC2C=CC=NC1=2)=[N+](C)C)C.F[P-](F)(F)(F)(F)F. Given the product [CH:20]1([CH:25]([C:29]2[CH:30]=[CH:31][C:32]([CH2:35][N:36]3[C:41](=[O:42])[CH2:40][O:39][C:38]([C:5]4[CH:4]=[CH:3][CH:2]=[CH:1][CH:6]=4)=[N:37]3)=[CH:33][CH:34]=2)[C:26]([NH:49][CH:50]([CH3:62])[CH2:51][CH2:52][CH2:53][CH2:54][C:55]([O:57][C:58]([CH3:61])([CH3:60])[CH3:59])=[O:56])=[O:28])[CH2:24][CH2:23][CH2:22][CH2:21]1, predict the reactants needed to synthesize it. (3) Given the product [F:35][C:29]1[CH:30]=[N:31][CH:32]=[C:33]([F:34])[C:28]=1[CH:8]([C:5]1[CH:6]=[CH:7][C:2]([F:1])=[C:3]([C:11]2[C:20]3[C:15](=[CH:16][C:17]([N:21]4[CH2:26][CH2:25][O:24][CH2:23][CH2:22]4)=[CH:18][CH:19]=3)[N:14]=[CH:13][N:12]=2)[CH:4]=1)[C:9]#[N:10].[Cl:27][C:28]1[C:29]([F:35])=[CH:30][N:31]=[CH:32][C:33]=1[CH:8]([C:5]1[CH:6]=[CH:7][C:2]([F:1])=[C:3]([C:11]2[C:20]3[C:15](=[CH:16][C:17]([N:21]4[CH2:26][CH2:25][O:24][CH2:23][CH2:22]4)=[CH:18][CH:19]=3)[N:14]=[CH:13][N:12]=2)[CH:4]=1)[C:9]#[N:10], predict the reactants needed to synthesize it. The reactants are: [F:1][C:2]1[CH:7]=[CH:6][C:5]([CH2:8][C:9]#[N:10])=[CH:4][C:3]=1[C:11]1[C:20]2[C:15](=[CH:16][C:17]([N:21]3[CH2:26][CH2:25][O:24][CH2:23][CH2:22]3)=[CH:18][CH:19]=2)[N:14]=[CH:13][N:12]=1.[Cl:27][C:28]1[C:33]([F:34])=[CH:32][N:31]=[CH:30][C:29]=1[F:35].CC(C)([O-])C.[K+]. (4) Given the product [CH3:28][O:27][C:24](=[O:26])[C:7]1[CH:8]=[CH:9][C:10]([O:11][C:12]([F:13])([F:14])[F:15])=[CH:2][C:3]=1[O:19][CH3:18], predict the reactants needed to synthesize it. The reactants are: O[C:2]1[C:10]([O:11][C:12]([F:15])([F:14])[F:13])=[CH:9][CH:8]=[CH:7][C:3]=1C(O)=O.IC.[C:18](=O)([O-])[O-:19].[Cs+].[Cs+].[C:24]([O:27][CH2:28]C)(=[O:26])C. (5) Given the product [O:32]1[C:33]2[CH:34]=[CH:35][C:26]([C:2]3[C:7]([CH3:9])([CH3:8])[CH2:6][CH2:5][CH2:4][C:3]=3[CH:10]=[O:11])=[CH:27][C:28]=2[CH:29]=[CH:30][CH2:31]1, predict the reactants needed to synthesize it. The reactants are: Cl[C:2]1[C:7]([CH3:9])([CH3:8])[CH2:6][CH2:5][CH2:4][C:3]=1[CH:10]=[O:11].C(=O)([O-])[O-].[K+].[K+].CC1(C)C(C)(C)OB([C:26]2[CH:27]=[C:28]3[C:33](=[CH:34][CH:35]=2)[O:32][CH2:31][CH2:30][CH2:29]3)O1. (6) Given the product [CH2:20]([N:22]([CH2:23][CH2:24][CH2:25][C:27]1[CH:28]=[CH:29][C:30]([N+:33]([O-:35])=[O:34])=[CH:31][CH:32]=1)[CH2:36][CH3:37])[CH3:21], predict the reactants needed to synthesize it. The reactants are: [N+](C1C=CC(C(=O)C)=CC=1)([O-])=O.Cl.C(NCC)C.Cl.[CH2:20]([N:22]([CH2:36][CH3:37])[CH2:23][CH2:24][C:25]([C:27]1[CH:32]=[CH:31][C:30]([N+:33]([O-:35])=[O:34])=[CH:29][CH:28]=1)=O)[CH3:21]. (7) Given the product [C:1]([NH:5][C:6]1[C:11]([C:12]2[N:16]([C:17]3[CH:22]=[CH:21][C:20]([CH2:23][CH3:24])=[C:19]([F:25])[C:18]=3[F:26])[N:15]=[N:14][N:13]=2)=[CH:10][CH:9]=[CH:8][N:7]=1)([CH3:3])([CH3:2])[CH3:4], predict the reactants needed to synthesize it. The reactants are: [C:1]([NH:5][C:6]1[C:11]([C:12]2[N:16]([C:17]3[CH:22]=[CH:21][C:20]([CH:23]=[CH2:24])=[C:19]([F:25])[C:18]=3[F:26])[N:15]=[N:14][N:13]=2)=[CH:10][CH:9]=[CH:8][N:7]=1)([CH3:4])([CH3:3])[CH3:2].[H][H].